Dataset: Catalyst prediction with 721,799 reactions and 888 catalyst types from USPTO. Task: Predict which catalyst facilitates the given reaction. (1) Reactant: [Br:1][C:2]1[CH:3]=[C:4]2[C:9](=[CH:10][CH:11]=1)[N:8]=[CH:7][N:6]=[C:5]2[O:12][C@H:13]1[CH2:17][N:16](C(OC(C)(C)C)=O)[C@H:15]([C:25]([O:27][CH3:28])=[O:26])[CH2:14]1.[ClH:29]. Product: [ClH:29].[Br:1][C:2]1[CH:3]=[C:4]2[C:9](=[CH:10][CH:11]=1)[N:8]=[CH:7][N:6]=[C:5]2[O:12][C@H:13]1[CH2:17][NH:16][C@H:15]([C:25]([O:27][CH3:28])=[O:26])[CH2:14]1. The catalyst class is: 12. (2) Reactant: [C:1]1([C:7]2[CH:12]=[CH:11][C:10]([C:13]([OH:15])=O)=[CH:9][N:8]=2)[CH:6]=[CH:5][CH:4]=[CH:3][CH:2]=1.Cl.CN(C)CCCN=C=NCC.ON1C2C=CC=CC=2N=N1.[F:38][C:39]([F:49])([F:48])[CH2:40][N:41]1[CH2:46][CH2:45][CH:44]([NH2:47])[CH2:43][CH2:42]1.CN1CCOCC1. Product: [C:1]1([C:7]2[CH:12]=[CH:11][C:10]([C:13]([NH:47][CH:44]3[CH2:45][CH2:46][N:41]([CH2:40][C:39]([F:49])([F:38])[F:48])[CH2:42][CH2:43]3)=[O:15])=[CH:9][N:8]=2)[CH:2]=[CH:3][CH:4]=[CH:5][CH:6]=1. The catalyst class is: 395.